This data is from NCI-60 drug combinations with 297,098 pairs across 59 cell lines. The task is: Regression. Given two drug SMILES strings and cell line genomic features, predict the synergy score measuring deviation from expected non-interaction effect. Drug 1: CN(C)N=NC1=C(NC=N1)C(=O)N. Drug 2: CC1=C2C(C(=O)C3(C(CC4C(C3C(C(C2(C)C)(CC1OC(=O)C(C(C5=CC=CC=C5)NC(=O)OC(C)(C)C)O)O)OC(=O)C6=CC=CC=C6)(CO4)OC(=O)C)O)C)O. Synergy scores: CSS=26.6, Synergy_ZIP=-9.34, Synergy_Bliss=-1.46, Synergy_Loewe=-10.9, Synergy_HSA=1.20. Cell line: IGROV1.